From a dataset of Catalyst prediction with 721,799 reactions and 888 catalyst types from USPTO. Predict which catalyst facilitates the given reaction. Reactant: Br[C:2]1[N:6]([CH3:7])[CH:5]=[N:4][CH:3]=1.C([Mg]Cl)(C)C.[Li+].[Cl-].CON(C)[C:18]([C:20]1[CH:21]=[CH:22][C:23]2[O:27][C:26]([CH3:28])=[N:25][C:24]=2[CH:29]=1)=[O:19]. Product: [CH3:7][N:6]1[C:2]([C:18]([C:20]2[CH:21]=[CH:22][C:23]3[O:27][C:26]([CH3:28])=[N:25][C:24]=3[CH:29]=2)=[O:19])=[CH:3][N:4]=[CH:5]1. The catalyst class is: 1.